The task is: Regression. Given two drug SMILES strings and cell line genomic features, predict the synergy score measuring deviation from expected non-interaction effect.. This data is from NCI-60 drug combinations with 297,098 pairs across 59 cell lines. Synergy scores: CSS=6.81, Synergy_ZIP=-1.87, Synergy_Bliss=2.06, Synergy_Loewe=-8.19, Synergy_HSA=-1.57. Drug 1: C1=CN(C(=O)N=C1N)C2C(C(C(O2)CO)O)O.Cl. Cell line: MDA-MB-231. Drug 2: CNC(=O)C1=NC=CC(=C1)OC2=CC=C(C=C2)NC(=O)NC3=CC(=C(C=C3)Cl)C(F)(F)F.